Dataset: Forward reaction prediction with 1.9M reactions from USPTO patents (1976-2016). Task: Predict the product of the given reaction. (1) Given the reactants [CH3:1][O:2][C:3](=[NH:10])[C:4]1[CH:9]=[CH:8][CH:7]=[CH:6][CH:5]=1.[CH2:11]([N:13]=[C:14]=[O:15])[CH3:12], predict the reaction product. The product is: [CH2:11]([NH:13][C:14]([N:10]=[C:3]([O:2][CH3:1])[C:4]1[CH:9]=[CH:8][CH:7]=[CH:6][CH:5]=1)=[O:15])[CH3:12]. (2) Given the reactants C([O:8][C:9]1[C:10]2[N:11]([C:16]([C:20]([O:22][CH2:23][CH3:24])=[O:21])=[C:17]([CH3:19])[N:18]=2)[CH:12]=[C:13]([CH3:15])[CH:14]=1)C1C=CC=CC=1, predict the reaction product. The product is: [OH:8][C:9]1[C:10]2[N:11]([C:16]([C:20]([O:22][CH2:23][CH3:24])=[O:21])=[C:17]([CH3:19])[N:18]=2)[CH:12]=[C:13]([CH3:15])[CH:14]=1. (3) Given the reactants [Br:1][C:2]1[CH:7]=[CH:6][C:5]([NH:8][C:9](=[O:22])[C:10]2[CH:15]=[C:14]([N+:16]([O-])=O)[C:13]([NH:19][CH3:20])=[CH:12][C:11]=2[F:21])=[CH:4][CH:3]=1, predict the reaction product. The product is: [Br:1][C:2]1[CH:3]=[CH:4][C:5]([NH:8][C:9](=[O:22])[C:10]2[CH:15]=[C:14]([NH2:16])[C:13]([NH:19][CH3:20])=[CH:12][C:11]=2[F:21])=[CH:6][CH:7]=1. (4) Given the reactants [C:1]([NH:4][CH2:5][CH2:6][NH:7][C:8]([C:10]1[S:11][C:12]([C:15]2[N:20]=[C:19]([NH:21][C:22]3[CH:26]=[C:25]([CH:27]4[CH2:29][CH2:28]4)[N:24]([C:30](=[O:32])[CH3:31])[N:23]=3)[C:18](Br)=[CH:17][N:16]=2)=[CH:13][CH:14]=1)=[O:9])(=[O:3])[CH3:2].CCN(CC)CC.[C:41]([Si:43]([CH3:46])([CH3:45])[CH3:44])#[CH:42], predict the reaction product. The product is: [C:1]([NH:4][CH2:5][CH2:6][NH:7][C:8]([C:10]1[S:11][C:12]([C:15]2[N:20]=[C:19]([NH:21][C:22]3[CH:26]=[C:25]([CH:27]4[CH2:29][CH2:28]4)[N:24]([C:30](=[O:32])[CH3:31])[N:23]=3)[C:18]([C:42]#[C:41][Si:43]([CH3:46])([CH3:45])[CH3:44])=[CH:17][N:16]=2)=[CH:13][CH:14]=1)=[O:9])(=[O:3])[CH3:2]. (5) Given the reactants Br[C:2]1[CH:3]=[CH:4][C:5]([N+:8]([O-:10])=[O:9])=[N:6][CH:7]=1.[NH2:11][C:12]1[CH:13]=[C:14]([OH:19])[CH:15]=[CH:16][C:17]=1[Cl:18].C(=O)([O-])[O-].[Cs+].[Cs+].[C:26](O[C:26]([O:28][C:29]([CH3:32])([CH3:31])[CH3:30])=[O:27])([O:28][C:29]([CH3:32])([CH3:31])[CH3:30])=[O:27].C(O)(C)(C)C, predict the reaction product. The product is: [Cl:18][C:17]1[CH:16]=[CH:15][C:14]([O:19][C:2]2[CH:7]=[N:6][C:5]([N+:8]([O-:10])=[O:9])=[CH:4][CH:3]=2)=[CH:13][C:12]=1[NH:11][C:26](=[O:27])[O:28][C:29]([CH3:32])([CH3:31])[CH3:30]. (6) Given the reactants [F:1][C:2]1[CH:11]=[C:10]2[C:5]([CH:6]=[CH:7][CH:8]=[N:9]2)=[CH:4][C:3]=1[CH2:12][C:13]1[N:17]2[N:18]=[C:19]([C:22]3[CH:23]=[N:24][N:25]([CH:27]4[CH2:32][CH2:31][NH:30][CH2:29][CH2:28]4)[CH:26]=3)[CH:20]=[CH:21][C:16]2=[N:15][CH:14]=1.[CH2:33](I)[CH3:34].C([O-])([O-])=O.[Cs+].[Cs+], predict the reaction product. The product is: [CH2:33]([N:30]1[CH2:31][CH2:32][CH:27]([N:25]2[CH:26]=[C:22]([C:19]3[CH:20]=[CH:21][C:16]4[N:17]([C:13]([CH2:12][C:3]5[CH:4]=[C:5]6[C:10](=[CH:11][C:2]=5[F:1])[N:9]=[CH:8][CH:7]=[CH:6]6)=[CH:14][N:15]=4)[N:18]=3)[CH:23]=[N:24]2)[CH2:28][CH2:29]1)[CH3:34]. (7) Given the reactants [CH3:1][O:2][C:3]([C:5]1[S:6][C:7]([C:11]2[CH:16]=[CH:15][CH:14]=[CH:13][CH:12]=2)=[CH:8][C:9]=1[NH2:10])=[O:4].CO[C:19]([CH3:21])=[CH2:20].C(O)(=O)C.C(O[BH-](OC(=O)C)OC(=O)C)(=O)C.[Na+].C(=O)(O)[O-].[Na+], predict the reaction product. The product is: [CH3:20][CH:19]([NH:10][C:9]1[CH:8]=[C:7]([C:11]2[CH:16]=[CH:15][CH:14]=[CH:13][CH:12]=2)[S:6][C:5]=1[C:3]([O:2][CH3:1])=[O:4])[CH3:21].